From a dataset of Peptide-MHC class I binding affinity with 185,985 pairs from IEDB/IMGT. Regression. Given a peptide amino acid sequence and an MHC pseudo amino acid sequence, predict their binding affinity value. This is MHC class I binding data. (1) The peptide sequence is SIPLDEEF. The MHC is Mamu-A01 with pseudo-sequence Mamu-A01. The binding affinity (normalized) is 0.146. (2) The peptide sequence is RVNKGTGVK. The MHC is HLA-A68:01 with pseudo-sequence HLA-A68:01. The binding affinity (normalized) is 0.352. (3) The binding affinity (normalized) is 0.0847. The peptide sequence is ITASKDLCF. The MHC is HLA-A69:01 with pseudo-sequence HLA-A69:01. (4) The peptide sequence is AEWDRVHPV. The MHC is HLA-B44:03 with pseudo-sequence HLA-B44:03. The binding affinity (normalized) is 0.710. (5) The peptide sequence is FVAEGDALV. The MHC is HLA-A02:01 with pseudo-sequence HLA-A02:01. The binding affinity (normalized) is 0.627. (6) The peptide sequence is KCHDHYLCR. The MHC is HLA-A33:01 with pseudo-sequence HLA-A33:01. The binding affinity (normalized) is 0.333. (7) The peptide sequence is EVIPMFSAL. The MHC is HLA-B18:01 with pseudo-sequence HLA-B18:01. The binding affinity (normalized) is 0.151. (8) The peptide sequence is RPKPDYSAM. The MHC is HLA-B46:01 with pseudo-sequence HLA-B46:01. The binding affinity (normalized) is 0.0847. (9) The MHC is HLA-B15:42 with pseudo-sequence HLA-B15:42. The binding affinity (normalized) is 0.213. The peptide sequence is REAPYELNI.